From a dataset of Forward reaction prediction with 1.9M reactions from USPTO patents (1976-2016). Predict the product of the given reaction. (1) Given the reactants Br[C:2]1[CH:3]=[C:4]2[C:9](=[CH:10][CH:11]=1)[C:8](=[O:12])[NH:7][N:6]=[C:5]2[Cl:13].[CH2:14]([NH:21][CH3:22])[C:15]1[CH:20]=[CH:19][CH:18]=[CH:17][CH:16]=1.C1C=CC(P(C2C(C3C(P(C4C=CC=CC=4)C4C=CC=CC=4)=CC=C4C=3C=CC=C4)=C3C(C=CC=C3)=CC=2)C2C=CC=CC=2)=CC=1.CC([O-])(C)C.[Na+], predict the reaction product. The product is: [CH2:14]([N:21]([CH3:22])[C:2]1[CH:3]=[C:4]2[C:9](=[CH:10][CH:11]=1)[C:8](=[O:12])[NH:7][N:6]=[C:5]2[Cl:13])[C:15]1[CH:20]=[CH:19][CH:18]=[CH:17][CH:16]=1. (2) Given the reactants [NH2:1][C:2]1[CH:7]=[CH:6][C:5]([Cl:8])=[CH:4][C:3]=1[OH:9].[C:10](O[C:10]([O:12][C:13]([CH3:16])([CH3:15])[CH3:14])=[O:11])([O:12][C:13]([CH3:16])([CH3:15])[CH3:14])=[O:11], predict the reaction product. The product is: [Cl:8][C:5]1[CH:6]=[CH:7][C:2]([NH:1][C:10](=[O:11])[O:12][C:13]([CH3:16])([CH3:15])[CH3:14])=[C:3]([OH:9])[CH:4]=1. (3) Given the reactants [CH3:1][C:2]([C:4]1[CH:9]=[CH:8][C:7]([F:10])=[C:6]([NH2:11])[CH:5]=1)=[O:3].[CH:12]1([C:15](O)=[O:16])[CH2:14][CH2:13]1.CCN(C(C)C)C(C)C, predict the reaction product. The product is: [C:2]([C:4]1[CH:9]=[CH:8][C:7]([F:10])=[C:6]([NH:11][C:15]([CH:12]2[CH2:14][CH2:13]2)=[O:16])[CH:5]=1)(=[O:3])[CH3:1].